This data is from NCI-60 drug combinations with 297,098 pairs across 59 cell lines. The task is: Regression. Given two drug SMILES strings and cell line genomic features, predict the synergy score measuring deviation from expected non-interaction effect. (1) Synergy scores: CSS=-0.193, Synergy_ZIP=-0.769, Synergy_Bliss=-3.98, Synergy_Loewe=-1.71, Synergy_HSA=-4.99. Cell line: TK-10. Drug 1: C#CCC(CC1=CN=C2C(=N1)C(=NC(=N2)N)N)C3=CC=C(C=C3)C(=O)NC(CCC(=O)O)C(=O)O. Drug 2: CC(C)NC(=O)C1=CC=C(C=C1)CNNC.Cl. (2) Drug 1: COC1=C(C=C2C(=C1)N=CN=C2NC3=CC(=C(C=C3)F)Cl)OCCCN4CCOCC4. Drug 2: CC(C)NC(=O)C1=CC=C(C=C1)CNNC.Cl. Cell line: HS 578T. Synergy scores: CSS=13.2, Synergy_ZIP=-3.69, Synergy_Bliss=6.19, Synergy_Loewe=-6.04, Synergy_HSA=3.00.